From a dataset of Drug-target binding data from BindingDB using IC50 measurements. Regression. Given a target protein amino acid sequence and a drug SMILES string, predict the binding affinity score between them. We predict pIC50 (pIC50 = -log10(IC50 in M); higher means more potent). Dataset: bindingdb_ic50. (1) The small molecule is CN[C@@H](CC(C)C)C(=O)N[C@H]1CC[C@@H]2CN(c3ccc(C(F)(F)F)cc3)C[C@@H]21. The target protein (Q02294) has sequence MVRFGDELGGRYGGTGGGERARGGGAGGAGGPGQGGLPPGQRVLYKQSIAQRARTMALYNPIPVKQNCFTVNRSLFVFSEDNVVRKYAKRITEWPPFEYMILATIIANCIVLALEQHLPDGDKTPMSERLDDTEPYFIGIFCFEAGIKIIALGFVFHKGSYLRNGWNVMDFVVVLTEILATAGTDFDLRTLRAVRVLRPLKLVSGIPSLQVVLKSIMKAMVPLLQIGLLLFFAILMFAIIGLEFYMGKFHKACFPNSTDAEPVGDFPCGKEAPARLCDSDTECREYWPGPNFGITNFDNILFAILTVFQCITMEGWTDILYNTNDAAGNTWNWLYFIPLIIIGSFFMLNLVLGVLSGEFAKERERVENRRAFLKLRRQQQIERELNGYLEWIFKAEEVMLAEEDKNAEEKSPLDAVLKRAATKKSRNDLIHAEEGEDRFVDLCAAGSPFARASLKSGKTESSSYFRRKEKMFRFLIRRMVKAQSFYWVVLCVVALNTLCV.... The pIC50 is 6.0. (2) The compound is CC(=O)Cc1ccccc1. The target protein (P56545) has sequence MALVDKHKVKRQRLDRICEGIRPQIMNGPLHPRPLVALLDGRDCTVEMPILKDLATVAFCDAQSTQEIHEKVLNEAVGAMMYHTITLTREDLEKFKALRVIVRIGSGYDNVDIKAAGELGIAVCNIPSAAVEETADSTICHILNLYRRNTWLYQALREGTRVQSVEQIREVASGAARIRGETLGLIGFGRTGQAVAVRAKAFGFSVIFYDPYLQDGIERSLGVQRVYTLQDLLYQSDCVSLHCNLNEHNHHLINDFTIKQMRQGAFLVNAARGGLVDEKALAQALKEGRIRGAALDVHESEPFSFAQGPLKDAPNLICTPHTAWYSEQASLEMREAAATEIRRAITGRIPESLRNCVNKEFFVTSAPWSVIDQQAIHPELNGATYRYPPGIVGVAPGGLPAAMEGIIPGGIPVTHNLPTVAHPSQAPSPNQPTKHGDNREHPNEQ. The pIC50 is 3.5. (3) The drug is Cn1ccnc1SC[C@]1(C)S[C@@H]2[C@H](Br)C(=O)N2[C@H]1C(=O)O. The target protein (P13661) has sequence MKNTIHINFAIFLIIANIIYSSASASTDISTVASPLFEGTEGCFLLYDASTNAEIAQFNKAKCATQMAPDSTFKIALSLMAFDAEIIDQKTIFKWDKTPKGMEIWNSNHTPKTWMQFSVVWVSQEITQKIGLNKIKNYLKDFDYGNQDFSGDKERNNGLTEAWLESSLKISPEEQIQFLRKIINHNLPVKNSAIENTIENMYLQDLDNSTKLYGKTGAGFTANRTLQNGWFEGFIISKSGHKYVFVSALTGNLGSNLTSSIKAKKNAITILNTLNL. The pIC50 is 5.0. (4) The small molecule is CCCCCCCCCCCCCCCC(NCc1ccccc1OC)=C1C(=O)OC(CO)C1=O. The target protein (P30304) has sequence MELGPEPPHRRRLLFACSPPPASQPVVKALFGASAAGGLSPVTNLTVTMDQLQGLGSDYEQPLEVKNNSNLQRMGSSESTDSGFCLDSPGPLDSKENLENPMRRIHSLPQKLLGCSPALKRSHSDSLDHDIFQLIDPDENKENEAFEFKKPVRPVSRGCLHSHGLQEGKDLFTQRQNSAPARMLSSNERDSSEPGNFIPLFTPQSPVTATLSDEDDGFVDLLDGENLKNEEETPSCMASLWTAPLVMRTTNLDNRCKLFDSPSLCSSSTRSVLKRPERSQEESPPGSTKRRKSMSGASPKESTNPEKAHETLHQSLSLASSPKGTIENILDNDPRDLIGDFSKGYLFHTVAGKHQDLKYISPEIMASVLNGKFANLIKEFVIIDCRYPYEYEGGHIKGAVNLHMEEEVEDFLLKKPIVPTDGKRVIVVFHCEFSSERGPRMCRYVRERDRLGNEYPKLHYPELYVLKGGYKEFFMKCQSYCEPPSYRPMHHEDFKEDLKK.... The pIC50 is 4.7. (5) The drug is CC(C)n1cc(-c2cc(-c3ccc(N4CCN(Cc5ccccn5)CC4)nc3)c3c(C#N)cnn3c2)nn1. The target protein sequence is MAKATSGAAGLRLLLLLLLPLLGKVALGLYFSRDAYWEKLYVDQAAGTPLLYVHALRDAPEEVPSFRLGQHLYGTYRTRLHENNWICIQEDTGLLYLNRSLDHSSWEKLSVRNRGFPLLTVYLKVFLSPTSLREGECQWPGCARVYFSFFNTSFPACSSLKPRELCFPETRPSFRIRENRPPGTFHQFRLLPVQFLCPNISVAYRLLEGEGLPFRCAPDSLEVSTRWALDREQREKYELVAVCTVHAGAREEVVMVPFPVTVYDEDDSAPTFPAGVDTASAVVEFKRKEDTVVATLRVFDADVVPASGELVRRYTSTLLPGDTWAQQTFRVEHWPNETSVQANGSFVRATVHDYRLVLNRNLSISENRTMQLAVLVNDSDFQGPGAGVLLLHFNVSVLPVSLHLPSTYSLSVSRRARRFAQIGKVCVENCQAFSGINVQYKLHSSGANCSTLGVVTSAEDTSGILFVNDTKALRRPKCAELHYMVVATDQQTSRQAQAQL.... The pIC50 is 7.0. (6) The drug is CN(CCc1ccccc1)C(=O)Nc1ccc2[nH]ncc2c1. The target protein sequence is MSRPPPTGKMPGAPETAPGDGAGASRQRKLEALIRDPRSPINVESLLDGLNSLVLDLDFPALRKNKNIDNFLNRYEKIVKKIRGLQMKAEDYDVVKVIGRGAFGEVQLVRHKASQKVYAMKLLSKFEMIKRSDSAFFWEERDIMAFANSPWVVQLFYAFQDDRYLYMVMEYMPGGDLVNLMSNYDVPEKWAKFYTAEVVLALDAIHSMGLIHRDVKPDNMLLDKHGHLKLADFGTCMKMDETGMVHCDTAVGTPDYISPEVLKSQGGDGFYGRECDWWSVGVFLYEMLVGDTPFYADSLVGTYSKIMDHKNSLCFPEDAEISKHAKNLICAFLTDREVRLGRNGVEEIRQHPFFKNDQWHWDNIRETAAPVVPELSSDIDSSNFDDIEDDKGDVETFPIPKAFVGNQLPFIGFTYYRENLLLSDSPSCRETDSIQSRKNEESQEIQKKLYTLEEHLSNEMQAKEELEQKCKSVNTRLEKTAKELEEEITLRKSVESALRQ.... The pIC50 is 5.1. (7) The drug is CC(=O)C=CC(=O)N[C@@H](C)c1nc2scc(C)c2c(=O)o1. The target protein (P89449) has sequence MASAEMRERLEAPLPDRAVPIYVAGFLALYDSGDPGELALDPDTVRAALPPENPLPINVDHRARCEVGRVLAVVNDPRGPFFVGLIACVQLERVLETAASAAIFERRGPALSREERLLYLITNYLPSVSLSTKRRGDEVPPDRTLFAHVALCAIGRRLGTIVTYDTSLDAAIAPFRHLDPATREGVRREAAEAELALAGRTWAPGVEALTHTLLSTAVNNMMLRDRWSLVAERRRQAGIAGHTYLQASEKFKIWGAESAPAPERGYKTGAPGAMDTSPAASVPAPQVAVRARQVASSSSSSSFPAPADMNPVSASGAPAPPPPGDGSYLWIPASHYNQLVTGQSAPRHPPLTACGLPAAGTVAYGHPGAGPSPHYPPPPAHPYPGMLFAGPSPLEAQIAALVGAIAADRQAGGLPAAAGDHGIRGSAKRRRHEVEQPEYDCGRDEPDRDFPYYPGEARPEPRPVDSRRAARQASGPHETITALVGAVTSLQQELAHMRAR.... The pIC50 is 6.1.